Dataset: Forward reaction prediction with 1.9M reactions from USPTO patents (1976-2016). Task: Predict the product of the given reaction. The product is: [OH:29][CH2:31][CH2:32][O:33][C:34]1[CH:11]=[CH:10][C:9]([C:21]2[CH:22]=[C:23]([OH:28])[CH:24]=[C:25]([C:9]3[CH:10]=[CH:11][C:12]([O:13][CH2:14][CH2:15][OH:16])=[CH:17][CH:18]=3)[CH:26]=2)=[CH:18][CH:35]=1. Given the reactants CC1(C)C(C)(C)OB([C:9]2[CH:18]=[CH:17][C:12]([O:13][CH2:14][CH2:15][OH:16])=[CH:11][CH:10]=2)O1.Br[C:21]1[CH:22]=[C:23]([OH:28])[CH:24]=[C:25](Br)[CH:26]=1.[OH2:29].Cl.[CH3:31][CH2:32][O:33][CH2:34][CH3:35], predict the reaction product.